From a dataset of Full USPTO retrosynthesis dataset with 1.9M reactions from patents (1976-2016). Predict the reactants needed to synthesize the given product. (1) Given the product [CH3:26][C:21]1[CH:20]=[C:19]([N+:16]([O-:18])=[O:17])[CH:24]=[CH:23][C:22]=1[O:25][C:2]1[C:11]2[C:6](=[CH:7][C:8]([O:14][CH3:15])=[C:9]([O:12][CH3:13])[CH:10]=2)[N:5]=[CH:4][CH:28]=1, predict the reactants needed to synthesize it. The reactants are: Cl[C:2]1[C:11]2[C:6](=[CH:7][C:8]([O:14][CH3:15])=[C:9]([O:12][CH3:13])[CH:10]=2)[N:5]=[CH:4]N=1.[N+:16]([C:19]1[CH:24]=[CH:23][C:22]([OH:25])=[C:21]([CH3:26])[CH:20]=1)([O-:18])=[O:17].Cl[C:28]1C=CC=CC=1. (2) Given the product [CH3:9][O:8][C:6]([C:5]1[CH:10]=[CH:11][C:2]([N:13]([CH3:12])[C:14]2[CH:19]=[CH:18][CH:17]=[CH:16][CH:15]=2)=[CH:3][CH:4]=1)=[O:7], predict the reactants needed to synthesize it. The reactants are: Cl[C:2]1[CH:11]=[CH:10][C:5]([C:6]([O:8][CH3:9])=[O:7])=[CH:4][CH:3]=1.[CH3:12][NH:13][C:14]1[CH:19]=[CH:18][CH:17]=[CH:16][CH:15]=1.[O-]P([O-])([O-])=O.[K+].[K+].[K+]. (3) Given the product [C:20]1(/[C:17](/[CH3:18])=[CH:11]/[C:12]([O:14][CH2:15][CH3:16])=[O:13])[CH:25]=[CH:24][CH:23]=[CH:22][CH:21]=1, predict the reactants needed to synthesize it. The reactants are: [H-].[Na+].C(OP([CH2:11][C:12]([O:14][CH2:15][CH3:16])=[O:13])(OCC)=O)C.[C:17]([C:20]1[CH:25]=[CH:24][CH:23]=[CH:22][CH:21]=1)(=O)[CH3:18].[Cl-].[Na+]. (4) Given the product [CH2:3]([C@@H:2]([NH:1][C:7]1[N:8]=[C:9]([C:11]2[CH:16]=[C:15]([O:17][CH3:18])[CH:14]=[C:13]([Cl:19])[CH:12]=2)[C:10]2[C:2]([NH2:1])=[C:3]([C:23]([NH2:25])=[O:24])[S:4][C:5]=2[N:6]=1)[CH2:29][OH:30])[CH3:23], predict the reactants needed to synthesize it. The reactants are: [NH2:1][C:2]1[C:10]2[C:9]([C:11]3[CH:16]=[C:15]([O:17][CH3:18])[CH:14]=[C:13]([Cl:19])[CH:12]=3)=[N:8][C:7](S(C)=O)=[N:6][C:5]=2[S:4][C:3]=1[C:23]([NH2:25])=[O:24].CN([CH:29]=[O:30])C. (5) Given the product [F:1][C:2]1[C:19]([F:20])=[CH:18][CH:17]=[CH:16][C:3]=1[O:4][CH2:5][CH2:6][CH2:7][CH2:8][OH:9], predict the reactants needed to synthesize it. The reactants are: [F:1][C:2]1[C:19]([F:20])=[CH:18][CH:17]=[CH:16][C:3]=1[O:4][CH2:5][CH2:6][CH2:7][CH2:8][O:9]C1CCCCO1.C1(C)C=CC(S(O)(=O)=O)=CC=1.